This data is from Full USPTO retrosynthesis dataset with 1.9M reactions from patents (1976-2016). The task is: Predict the reactants needed to synthesize the given product. (1) Given the product [CH3:1][C:2]([N:4]([OH:39])[CH2:5][CH2:6][CH2:7][CH2:8][CH2:9][NH:10][C:11]([CH2:13][CH2:14][C:15]([N:17]([OH:38])[CH2:18][CH2:19][CH2:20][CH2:21][CH2:22][NH:23][C:24]([CH2:26][CH2:27][C:28]([N:30]([OH:37])[CH2:31][CH2:32][CH2:33][CH2:34][CH2:35][NH2:36])=[O:29])=[O:25])=[O:16])=[O:12])=[O:3].[CH3:40][S:41]([OH:44])(=[O:43])=[O:42], predict the reactants needed to synthesize it. The reactants are: [CH3:1][C:2]([N:4]([OH:39])[CH2:5][CH2:6][CH2:7][CH2:8][CH2:9][NH:10][C:11]([CH2:13][CH2:14][C:15]([N:17]([OH:38])[CH2:18][CH2:19][CH2:20][CH2:21][CH2:22][NH:23][C:24]([CH2:26][CH2:27][C:28]([N:30]([OH:37])[CH2:31][CH2:32][CH2:33][CH2:34][CH2:35][NH2:36])=[O:29])=[O:25])=[O:16])=[O:12])=[O:3].[CH3:40][S:41]([OH:44])(=[O:43])=[O:42]. (2) Given the product [CH3:11][N:7]1[C:8]2[C:4](=[CH:3][C:2]([B:21]3[O:25][C:24]([CH3:27])([CH3:26])[C:23]([CH3:29])([CH3:28])[O:22]3)=[CH:10][CH:9]=2)[C:5]([C:12]2[CH:13]=[N:14][CH:15]=[N:16][CH:17]=2)=[N:6]1, predict the reactants needed to synthesize it. The reactants are: Br[C:2]1[CH:3]=[C:4]2[C:8](=[CH:9][CH:10]=1)[N:7]([CH3:11])[N:6]=[C:5]2[C:12]1[CH:13]=[N:14][CH:15]=[N:16][CH:17]=1.C(Cl)Cl.[B:21]1([B:21]2[O:25][C:24]([CH3:27])([CH3:26])[C:23]([CH3:29])([CH3:28])[O:22]2)[O:25][C:24]([CH3:27])([CH3:26])[C:23]([CH3:29])([CH3:28])[O:22]1.CC([O-])=O.[K+]. (3) The reactants are: [C:1]([O:5]C(N1C[C@@H](N(C)C)C[C@H]1CO)=O)(C)(C)C.O[C:19]1[CH:28]=[CH:27][C:22]([C:23]([O:25]C)=[O:24])=[CH:21][CH:20]=1.C1C=CC(P(C2C=CC=CC=2)C2C=CC=CC=2)=CC=1.CC(OC(/N=N/C(OC(C)C)=O)=O)C. Given the product [C:23]([O:25][O:5][CH3:1])(=[O:24])[C:22]1[CH:27]=[CH:28][CH:19]=[CH:20][CH:21]=1, predict the reactants needed to synthesize it. (4) Given the product [Br:1][C:2]1[C:3]([CH3:18])=[CH:4][C:5]([C:20]2[CH:25]=[N:24][CH:23]=[C:22]([CH3:26])[N:21]=2)=[CH:6][C:7]=1[CH3:8], predict the reactants needed to synthesize it. The reactants are: [Br:1][C:2]1[C:7]([CH3:8])=[CH:6][C:5](B2OC(C)(C)C(C)(C)O2)=[CH:4][C:3]=1[CH3:18].Br[C:20]1[CH:25]=[N:24][CH:23]=[C:22]([CH3:26])[N:21]=1. (5) Given the product [CH:20]1([CH2:19][CH2:18][CH2:17][C@@H:8]([C:6]2[O:5][N:4]=[C:3]([CH2:2][NH:1][S:32]([C:28]3[CH:27]=[N:26][CH:31]=[CH:30][CH:29]=3)(=[O:34])=[O:33])[N:7]=2)[CH2:9][C:10]([O:12][C:13]([CH3:15])([CH3:16])[CH3:14])=[O:11])[CH2:21][CH2:22][CH2:23][CH2:24][CH2:25]1, predict the reactants needed to synthesize it. The reactants are: [NH2:1][CH2:2][C:3]1[N:7]=[C:6]([C@H:8]([CH2:17][CH2:18][CH2:19][CH:20]2[CH2:25][CH2:24][CH2:23][CH2:22][CH2:21]2)[CH2:9][C:10]([O:12][C:13]([CH3:16])([CH3:15])[CH3:14])=[O:11])[O:5][N:4]=1.[N:26]1[CH:31]=[CH:30][CH:29]=[C:28]([S:32](Cl)(=[O:34])=[O:33])[CH:27]=1. (6) Given the product [Cl:1][C:2]1[CH:7]=[C:6]([Cl:8])[CH:5]=[CH:4][C:3]=1[NH:9][C:10]([C:12]1[C:21](=[O:22])[C:20]2[C:15](=[C:16]([Cl:24])[CH:17]=[C:18]([Cl:23])[CH:19]=2)[NH:14][C:13]=1[S:25]([CH3:26])=[O:27])=[O:11], predict the reactants needed to synthesize it. The reactants are: [Cl:1][C:2]1[CH:7]=[C:6]([Cl:8])[CH:5]=[CH:4][C:3]=1[NH:9][C:10]([C:12]1[C:21](=[O:22])[C:20]2[C:15](=[C:16]([Cl:24])[CH:17]=[C:18]([Cl:23])[CH:19]=2)[NH:14][C:13]=1[S:25][CH3:26])=[O:11].[OH:27]O.O. (7) Given the product [O:20]1[CH2:4][CH:19]1[CH:16]1[CH2:17][CH2:18][C:13]2([O:12][CH2:11][CH2:10][O:9]2)[CH2:14][CH2:15]1, predict the reactants needed to synthesize it. The reactants are: [H-].[Na+].[I-].[CH3:4][S+](C)(C)=O.[O:9]1[C:13]2([CH2:18][CH2:17][CH:16]([CH:19]=[O:20])[CH2:15][CH2:14]2)[O:12][CH2:11][CH2:10]1.O.